Dataset: NCI-60 drug combinations with 297,098 pairs across 59 cell lines. Task: Regression. Given two drug SMILES strings and cell line genomic features, predict the synergy score measuring deviation from expected non-interaction effect. (1) Drug 2: C1CC(=O)NC(=O)C1N2CC3=C(C2=O)C=CC=C3N. Drug 1: CC1=C2C(C(=O)C3(C(CC4C(C3C(C(C2(C)C)(CC1OC(=O)C(C(C5=CC=CC=C5)NC(=O)OC(C)(C)C)O)O)OC(=O)C6=CC=CC=C6)(CO4)OC(=O)C)OC)C)OC. Cell line: K-562. Synergy scores: CSS=24.3, Synergy_ZIP=-3.63, Synergy_Bliss=-9.66, Synergy_Loewe=-18.2, Synergy_HSA=-8.40. (2) Drug 1: CC1CCC2CC(C(=CC=CC=CC(CC(C(=O)C(C(C(=CC(C(=O)CC(OC(=O)C3CCCCN3C(=O)C(=O)C1(O2)O)C(C)CC4CCC(C(C4)OC)O)C)C)O)OC)C)C)C)OC. Drug 2: C1CC(=O)NC(=O)C1N2C(=O)C3=CC=CC=C3C2=O. Cell line: SNB-75. Synergy scores: CSS=2.35, Synergy_ZIP=-1.43, Synergy_Bliss=3.78, Synergy_Loewe=-2.87, Synergy_HSA=1.89. (3) Drug 1: C1=CC=C(C(=C1)C(C2=CC=C(C=C2)Cl)C(Cl)Cl)Cl. Drug 2: C1=NNC2=C1C(=O)NC=N2. Cell line: MOLT-4. Synergy scores: CSS=5.26, Synergy_ZIP=-2.33, Synergy_Bliss=-0.201, Synergy_Loewe=1.68, Synergy_HSA=1.56. (4) Drug 1: C1=NC(=NC(=O)N1C2C(C(C(O2)CO)O)O)N. Drug 2: C(CN)CNCCSP(=O)(O)O. Cell line: IGROV1. Synergy scores: CSS=4.83, Synergy_ZIP=-2.14, Synergy_Bliss=3.45, Synergy_Loewe=-0.998, Synergy_HSA=-1.00. (5) Drug 1: C1=C(C(=O)NC(=O)N1)N(CCCl)CCCl. Drug 2: C1CN(P(=O)(OC1)NCCCl)CCCl. Cell line: DU-145. Synergy scores: CSS=12.4, Synergy_ZIP=-9.72, Synergy_Bliss=-10.5, Synergy_Loewe=-32.4, Synergy_HSA=-11.9. (6) Drug 1: CC1CCC2CC(C(=CC=CC=CC(CC(C(=O)C(C(C(=CC(C(=O)CC(OC(=O)C3CCCCN3C(=O)C(=O)C1(O2)O)C(C)CC4CCC(C(C4)OC)O)C)C)O)OC)C)C)C)OC. Drug 2: CC1=C2C(C(=O)C3(C(CC4C(C3C(C(C2(C)C)(CC1OC(=O)C(C(C5=CC=CC=C5)NC(=O)C6=CC=CC=C6)O)O)OC(=O)C7=CC=CC=C7)(CO4)OC(=O)C)O)C)OC(=O)C. Cell line: OVCAR-4. Synergy scores: CSS=4.59, Synergy_ZIP=-1.83, Synergy_Bliss=-2.05, Synergy_Loewe=-8.87, Synergy_HSA=-1.40. (7) Drug 1: C1=NC(=NC(=O)N1C2C(C(C(O2)CO)O)O)N. Drug 2: C(CC(=O)O)C(=O)CN.Cl. Cell line: SNB-19. Synergy scores: CSS=16.5, Synergy_ZIP=-1.82, Synergy_Bliss=5.22, Synergy_Loewe=1.41, Synergy_HSA=3.93.